Task: Predict the reactants needed to synthesize the given product.. Dataset: Full USPTO retrosynthesis dataset with 1.9M reactions from patents (1976-2016) (1) Given the product [N:27]([C:26]1[CH:28]=[CH:29][C:23]([O:22][CH2:21][CH2:20][O:19][CH2:18][CH2:17][O:16][CH2:15][CH2:14][O:13][CH2:12][CH2:11][O:10][CH2:9][CH2:8][O:7][CH:2]2[CH2:3][CH2:4][CH2:5][CH2:6][O:1]2)=[CH:24][CH:25]=1)=[C:30]=[O:31], predict the reactants needed to synthesize it. The reactants are: [O:1]1[CH2:6][CH2:5][CH2:4][CH2:3][CH:2]1[O:7][CH2:8][CH2:9][O:10][CH2:11][CH2:12][O:13][CH2:14][CH2:15][O:16][CH2:17][CH2:18][O:19][CH2:20][CH2:21][O:22][C:23]1[CH:29]=[CH:28][C:26]([NH2:27])=[CH:25][CH:24]=1.[C:30](Cl)(Cl)=[O:31].C1(C)C=CC=CC=1. (2) Given the product [Cl:23][C:17]1[CH:18]=[C:19]([Cl:22])[CH:20]=[CH:21][C:16]=1[CH2:15][NH:14][C:12]1[N:11]2[N:24]=[CH:25][CH:26]=[C:10]2[N:9]=[C:8]([C:5]2[CH:6]=[CH:7][C:2]([NH:1][S:31]([CH2:30][CH2:29][CH2:28][Cl:27])(=[O:33])=[O:32])=[CH:3][CH:4]=2)[CH:13]=1, predict the reactants needed to synthesize it. The reactants are: [NH2:1][C:2]1[CH:7]=[CH:6][C:5]([C:8]2[CH:13]=[C:12]([NH:14][CH2:15][C:16]3[CH:21]=[CH:20][C:19]([Cl:22])=[CH:18][C:17]=3[Cl:23])[N:11]3[N:24]=[CH:25][CH:26]=[C:10]3[N:9]=2)=[CH:4][CH:3]=1.[Cl:27][CH2:28][CH2:29][CH2:30][S:31](Cl)(=[O:33])=[O:32].C(OCC)(=O)C. (3) Given the product [C:3]([O:7][C:8](=[O:41])[N:9]([CH2:10][C:11]1[CH:40]=[CH:39][C:14]2[N:15]([CH2:34][CH2:35][CH:36]([CH3:37])[CH3:38])[C:16]([CH2:18][N:19]3[C:28]4[C:23](=[CH:24][CH:25]=[CH:26][CH:27]=4)[C:22](=[O:29])[N:21]([CH:30]4[CH2:32][CH2:31]4)[C:20]3=[O:33])=[N:17][C:13]=2[CH:12]=1)[CH3:43])([CH3:5])([CH3:4])[CH3:6], predict the reactants needed to synthesize it. The reactants are: [H-].[Na+].[C:3]([O:7][C:8](=[O:41])[NH:9][CH2:10][C:11]1[CH:40]=[CH:39][C:14]2[N:15]([CH2:34][CH2:35][CH:36]([CH3:38])[CH3:37])[C:16]([CH2:18][N:19]3[C:28]4[C:23](=[CH:24][CH:25]=[CH:26][CH:27]=4)[C:22](=[O:29])[N:21]([CH:30]4[CH2:32][CH2:31]4)[C:20]3=[O:33])=[N:17][C:13]=2[CH:12]=1)([CH3:6])([CH3:5])[CH3:4].I[CH3:43]. (4) The reactants are: [CH3:1][C:2]1[C:6]([C:7]([C:10]2[CH:15]=[CH:14][C:13]([O:16][C:17]([F:20])([F:19])[F:18])=[CH:12][CH:11]=2)=[N:8]O)=[C:5]([CH3:21])[O:4][N:3]=1.Cl.C(=O)([O-])O.[Na+]. Given the product [CH3:1][C:2]1[C:6]([CH:7]([C:10]2[CH:11]=[CH:12][C:13]([O:16][C:17]([F:19])([F:18])[F:20])=[CH:14][CH:15]=2)[NH2:8])=[C:5]([CH3:21])[O:4][N:3]=1, predict the reactants needed to synthesize it. (5) The reactants are: F[C:2]1[C:11]([N+:12]([O-:14])=[O:13])=[CH:10][C:5]([C:6]([O:8][CH3:9])=[O:7])=[C:4]([CH3:15])[CH:3]=1.FC1C=CC(C(OC)=O)=C(C)C=1[N+]([O-])=O.[CH:31]1([C:36]2[NH:37][CH:38]=[CH:39][N:40]=2)[CH2:35][CH2:34][CH2:33][CH2:32]1.C(#N)C. Given the product [CH:31]1([C:36]2[N:37]([C:2]3[C:11]([N+:12]([O-:14])=[O:13])=[CH:10][C:5]([C:6]([O:8][CH3:9])=[O:7])=[C:4]([CH3:15])[CH:3]=3)[CH:38]=[CH:39][N:40]=2)[CH2:35][CH2:34][CH2:33][CH2:32]1, predict the reactants needed to synthesize it.